Dataset: Forward reaction prediction with 1.9M reactions from USPTO patents (1976-2016). Task: Predict the product of the given reaction. Given the reactants [CH2:1]([CH:5]([C:11]([O:13]CC)=[O:12])[C:6]([O:8]CC)=[O:7])[CH:2]([CH3:4])[CH3:3].[OH-].[Na+].Cl, predict the reaction product. The product is: [CH2:1]([CH:5]([C:11]([OH:13])=[O:12])[C:6]([OH:8])=[O:7])[CH:2]([CH3:4])[CH3:3].